Task: Predict the reaction yield, written as a fraction of the theoretical maximum amount of product (1.0 means a 100% yield; for example, 0.34 means a 34% yield).. Dataset: Reaction yield outcomes from USPTO patents with 853,638 reactions (1) The reactants are [CH2:1]([O:3][C:4](=[O:16])[C:5]([O:8][C:9]1[CH:14]=[CH:13][C:12]([OH:15])=[CH:11][CH:10]=1)([CH3:7])[CH3:6])[CH3:2].C1N2CCN(CC2)C1.[CH3:25][N:26]([CH3:30])[C:27](Cl)=[S:28]. The catalyst is CN(C=O)C. The product is [CH2:1]([O:3][C:4](=[O:16])[C:5]([O:8][C:9]1[CH:10]=[CH:11][C:12]([O:15][C:27](=[S:28])[N:26]([CH3:30])[CH3:25])=[CH:13][CH:14]=1)([CH3:7])[CH3:6])[CH3:2]. The yield is 0.750. (2) The reactants are [CH2:1]([N:3]1[C:7]2=[N:8][C:9]([CH2:49][CH3:50])=[C:10]([CH2:19][NH:20][C:21]([C:23]3[CH:28]=[CH:27][CH:26]=[C:25]([C:29]([NH:31][CH2:32][C:33]4[CH:34]=[C:35]([C:41]5[CH:46]=[CH:45][CH:44]=[C:43]([CH:47]=O)[CH:42]=5)[CH:36]=[CH:37][C:38]=4[O:39][CH3:40])=[O:30])[CH:24]=3)=[O:22])[C:11]([NH:12][CH:13]3[CH2:18][CH2:17][O:16][CH2:15][CH2:14]3)=[C:6]2[CH:5]=[N:4]1)[CH3:2].[CH3:51][C@@H:52]1[CH2:57][NH:56][CH2:55][C@H:54]([CH3:58])[NH:53]1.C(O[BH-](OC(=O)C)OC(=O)C)(=O)C.[Na+].CC(O)=O. The catalyst is C(Cl)Cl. The product is [CH2:1]([N:3]1[C:7]2=[N:8][C:9]([CH2:49][CH3:50])=[C:10]([CH2:19][NH:20][C:21]([C:23]3[CH:28]=[CH:27][CH:26]=[C:25]([C:29]([NH:31][CH2:32][C:33]4[CH:34]=[C:35]([C:41]5[CH:46]=[CH:45][CH:44]=[C:43]([CH2:47][N:56]6[CH2:55][C@H:54]([CH3:58])[NH:53][C@H:52]([CH3:51])[CH2:57]6)[CH:42]=5)[CH:36]=[CH:37][C:38]=4[O:39][CH3:40])=[O:30])[CH:24]=3)=[O:22])[C:11]([NH:12][CH:13]3[CH2:14][CH2:15][O:16][CH2:17][CH2:18]3)=[C:6]2[CH:5]=[N:4]1)[CH3:2]. The yield is 0.676. (3) The reactants are [CH3:1][C:2]1[C:7]([CH3:8])=[CH:6][C:5]([NH2:9])=[C:4]([NH2:10])[CH:3]=1.[Cl:11][CH2:12][C:13](O)=O.C(=O)([O-])[O-].[Na+].[Na+]. The catalyst is Cl.O. The product is [Cl:11][CH2:12][C:13]1[NH:9][C:5]2[CH:6]=[C:7]([CH3:8])[C:2]([CH3:1])=[CH:3][C:4]=2[N:10]=1. The yield is 0.540. (4) The reactants are [Cl:1][C:2]1[NH:7][C:6](=[O:8])[NH:5][C:4](=[O:9])[CH:3]=1.[H-].[Na+].[Br-].[Li+].Br[CH2:15][C:16]1[C:17]([C:22]#[N:23])=[CH:18][CH:19]=[CH:20][CH:21]=1. The catalyst is CN(C=O)C.CS(C)=O.CN(C=O)C. The product is [Cl:1][C:2]1[N:7]([CH2:15][C:16]2[CH:21]=[CH:20][CH:19]=[CH:18][C:17]=2[C:22]#[N:23])[C:6](=[O:8])[NH:5][C:4](=[O:9])[CH:3]=1. The yield is 0.540. (5) The reactants are [F:1][C:2]1[CH:3]=[C:4]([C:27]2[CH:32]=[CH:31][CH:30]=[CH:29][C:28]=2[C:33]2[NH:37][C:36](=[O:38])[O:35][N:34]=2)[CH:5]=[CH:6][C:7]=1[CH2:8][C:9]1[C:10](=[O:26])[N:11]([CH2:19][CH:20]([OH:25])[C:21]([CH3:24])([CH3:23])[CH3:22])[C:12]([CH3:18])=[N:13][C:14]=1[CH2:15][CH2:16][CH3:17].CC(OI1(OC(C)=O)(OC(C)=O)OC(=O)C2C1=CC=CC=2)=O.C(=O)([O-])O.[Na+].O.O.O.O.O.S([O-])([O-])(=O)=S.[Na+].[Na+]. The catalyst is C(Cl)(Cl)Cl.C(Cl)Cl. The product is [CH3:23][C:21]([CH3:22])([CH3:24])[C:20](=[O:25])[CH2:19][N:11]1[C:10](=[O:26])[C:9]([CH2:8][C:7]2[CH:6]=[CH:5][C:4]([C:27]3[CH:32]=[CH:31][CH:30]=[CH:29][C:28]=3[C:33]3[NH:37][C:36](=[O:38])[O:35][N:34]=3)=[CH:3][C:2]=2[F:1])=[C:14]([CH2:15][CH2:16][CH3:17])[N:13]=[C:12]1[CH3:18]. The yield is 0.530. (6) The reactants are [NH:1]1[C:9]2[C:4](=[CH:5][CH:6]=[CH:7][CH:8]=2)[C:3]([CH2:10][C:11]([OH:13])=[O:12])=[CH:2]1.[CH3:14]O.Cl. The catalyst is C(OCC)C. The product is [NH:1]1[C:9]2[C:4](=[CH:5][CH:6]=[CH:7][CH:8]=2)[C:3]([CH2:10][C:11]([O:13][CH3:14])=[O:12])=[CH:2]1. The yield is 0.940. (7) The reactants are I[C:2]1[CH:7]=[CH:6][N:5]=[C:4]([N:8]2[CH:12]=[CH:11][C:10]([C:13]([NH2:15])=[O:14])=[N:9]2)[CH:3]=1.[C:16]([C@:18]1([OH:25])[CH2:22][CH2:21][N:20]([CH3:23])[C:19]1=[O:24])#[CH:17]. No catalyst specified. The product is [OH:25][C@@:18]1([C:16]#[C:17][C:2]2[CH:7]=[CH:6][N:5]=[C:4]([N:8]3[CH:12]=[CH:11][C:10]([C:13]([NH2:15])=[O:14])=[N:9]3)[CH:3]=2)[CH2:22][CH2:21][N:20]([CH3:23])[C:19]1=[O:24]. The yield is 0.670. (8) The reactants are [CH:1]1([CH2:7][O:8][C:9]2[CH:14]=[C:13]([O:15][CH2:16][CH2:17][O:18][CH3:19])[CH:12]=[CH:11][C:10]=2/[CH:20]=[CH:21]/[C:22]([O:24]CC)=[O:23])[CH2:6][CH2:5][CH2:4][CH2:3][CH2:2]1.[OH-].[Na+]. The catalyst is O1CCCC1.C(O)C. The product is [CH:1]1([CH2:7][O:8][C:9]2[CH:14]=[C:13]([O:15][CH2:16][CH2:17][O:18][CH3:19])[CH:12]=[CH:11][C:10]=2/[CH:20]=[CH:21]/[C:22]([OH:24])=[O:23])[CH2:2][CH2:3][CH2:4][CH2:5][CH2:6]1. The yield is 0.930.